From a dataset of Peptide-MHC class I binding affinity with 185,985 pairs from IEDB/IMGT. Regression. Given a peptide amino acid sequence and an MHC pseudo amino acid sequence, predict their binding affinity value. This is MHC class I binding data. (1) The peptide sequence is GVAGALVAFK. The MHC is HLA-A33:01 with pseudo-sequence HLA-A33:01. The binding affinity (normalized) is 0.0582. (2) The peptide sequence is EEQTDPKTL. The MHC is HLA-A30:01 with pseudo-sequence HLA-A30:01. The binding affinity (normalized) is 0.0847. (3) The peptide sequence is TRDHVNLVL. The MHC is HLA-B27:05 with pseudo-sequence HLA-B27:05. The binding affinity (normalized) is 0.0847. (4) The peptide sequence is TPIGLAPTNV. The MHC is Mamu-A2201 with pseudo-sequence Mamu-A2201. The binding affinity (normalized) is 0.00356. (5) The binding affinity (normalized) is 0.131. The MHC is HLA-A02:06 with pseudo-sequence HLA-A02:06. The peptide sequence is RLFYTFFSY. (6) The peptide sequence is WRFDSRLAF. The MHC is HLA-B54:01 with pseudo-sequence HLA-B54:01. The binding affinity (normalized) is 0.00361. (7) The peptide sequence is LAAPCRNAL. The MHC is HLA-A69:01 with pseudo-sequence HLA-A69:01. The binding affinity (normalized) is 0.0847. (8) The peptide sequence is ELTTVFIKYV. The MHC is HLA-A02:01 with pseudo-sequence HLA-A02:01. The binding affinity (normalized) is 0.275. (9) The peptide sequence is FMPEWANFK. The MHC is H-2-Db with pseudo-sequence H-2-Db. The binding affinity (normalized) is 0.00125. (10) The peptide sequence is RAEDTAVYYCA. The MHC is HLA-A02:02 with pseudo-sequence HLA-A02:02. The binding affinity (normalized) is 0.315.